This data is from Catalyst prediction with 721,799 reactions and 888 catalyst types from USPTO. The task is: Predict which catalyst facilitates the given reaction. Reactant: Cl[C:2]([O:4][CH2:5][CH2:6][CH2:7][CH2:8][CH2:9][CH3:10])=[O:3].FC(F)(F)C(O)=O.[CH3:18][NH:19][CH2:20][C:21]1[CH:22]=[C:23]([C:27]2[CH:32]=[CH:31][C:30]([CH2:33][CH:34]3[S:38][C:37](=[O:39])[NH:36][C:35]3=[O:40])=[CH:29][CH:28]=2)[CH:24]=[CH:25][CH:26]=1.C(N(CC)CC)C. Product: [O:39]=[C:37]1[NH:36][C:35](=[O:40])[CH:34]([CH2:33][C:30]2[CH:29]=[CH:28][C:27]([C:23]3[CH:24]=[CH:25][CH:26]=[C:21]([CH2:20][N:19]([CH3:18])[C:2](=[O:3])[O:4][CH2:5][CH2:6][CH2:7][CH2:8][CH2:9][CH3:10])[CH:22]=3)=[CH:32][CH:31]=2)[S:38]1. The catalyst class is: 46.